From a dataset of Reaction yield outcomes from USPTO patents with 853,638 reactions. Predict the reaction yield, written as a fraction of the theoretical maximum amount of product (1.0 means a 100% yield; for example, 0.34 means a 34% yield). (1) The product is [CH2:16]([N:23]1[CH2:27][C@@H:26]([C:28]2[CH:33]=[CH:32][C:31]([Cl:34])=[CH:30][N:29]=2)[C@H:25]([C:10]([O:13][CH3:14])=[O:11])[CH2:24]1)[C:17]1[CH:18]=[CH:19][CH:20]=[CH:21][CH:22]=1. The reactants are C[O-].[Na+].O1CCNC1=O.[C:10](=O)([O:13][CH3:14])[O:11]C.[CH2:16]([N:23]1[CH2:27][C@@H:26]([C:28]2[CH:33]=[CH:32][C:31]([Cl:34])=[CH:30][N:29]=2)[C@H:25](C(O)=O)[CH2:24]1)[C:17]1[CH:22]=[CH:21][CH:20]=[CH:19][CH:18]=1. The yield is 0.450. The catalyst is ClCCl. (2) The reactants are [N:1]1([C:7]2[CH:12]=[CH:11][C:10]([NH:13][C:14]([C:16]3[CH:25]=[C:24]([N:26]([CH3:28])[CH3:27])[C:23]4[C:18](=[C:19](Br)[CH:20]=[C:21]([O:29][CH3:30])[CH:22]=4)[N:17]=3)=[O:15])=[CH:9][CH:8]=2)[CH2:6][CH2:5][O:4][CH2:3][CH2:2]1.[CH3:32][N:33]1[CH2:38][CH2:37][NH:36][CH2:35][CH2:34]1.C1C=CC(P(C2C(C3C(P(C4C=CC=CC=4)C4C=CC=CC=4)=CC=C4C=3C=CC=C4)=C3C(C=CC=C3)=CC=2)C2C=CC=CC=2)=CC=1.C(=O)([O-])[O-].[Cs+].[Cs+]. The catalyst is C1(C)C=CC=CC=1. The product is [N:1]1([C:7]2[CH:12]=[CH:11][C:10]([NH:13][C:14]([C:16]3[CH:25]=[C:24]([N:26]([CH3:28])[CH3:27])[C:23]4[C:18](=[C:19]([N:36]5[CH2:37][CH2:38][N:33]([CH3:32])[CH2:34][CH2:35]5)[CH:20]=[C:21]([O:29][CH3:30])[CH:22]=4)[N:17]=3)=[O:15])=[CH:9][CH:8]=2)[CH2:6][CH2:5][O:4][CH2:3][CH2:2]1. The yield is 0.670. (3) The reactants are [CH3:1][C:2]([C:5]1[CH:10]=[CH:9][C:8]([C:11]2[N:12]=[C:13]([NH2:22])[S:14][C:15]=2[C:16]2[CH:21]=[CH:20][N:19]=[CH:18][CH:17]=2)=[CH:7][CH:6]=1)([CH3:4])[CH3:3].Cl.[C:24](Cl)(=[O:31])[C:25]1[CH:30]=[CH:29][CH:28]=[N:27][CH:26]=1.C(=O)([O-])O.[Na+]. The catalyst is CN(C)C1C=CN=CC=1.CN(C)C(=O)C. The yield is 0.730. The product is [CH3:4][C:2]([C:5]1[CH:10]=[CH:9][C:8]([C:11]2[N:12]=[C:13]([NH:22][C:24](=[O:31])[C:25]3[CH:30]=[CH:29][CH:28]=[N:27][CH:26]=3)[S:14][C:15]=2[C:16]2[CH:17]=[CH:18][N:19]=[CH:20][CH:21]=2)=[CH:7][CH:6]=1)([CH3:1])[CH3:3]. (4) The reactants are [CH3:1][N:2]([CH3:23])[C:3]1[CH:12]=[CH:11][CH:10]=[C:9]2[C:4]=1[CH:5]=[CH:6][CH:7]=[C:8]2[S:13]([NH:16][CH2:17][CH2:18][CH2:19][N:20]([CH3:22])[CH3:21])(=[O:15])=[O:14].[CH2:24]([O:26][P:27]([CH2:32][CH2:33][CH2:34][Br:35])(=[O:31])[O:28][CH2:29][CH3:30])[CH3:25]. No catalyst specified. The product is [Br-:35].[CH2:24]([O:26][P:27]([CH2:32][CH2:33][CH2:34][N+:20]([CH2:19][CH2:18][CH2:17][NH:16][S:13]([C:8]1[C:9]2[C:4](=[C:3]([N:2]([CH3:1])[CH3:23])[CH:12]=[CH:11][CH:10]=2)[CH:5]=[CH:6][CH:7]=1)(=[O:15])=[O:14])([CH3:21])[CH3:22])([O:28][CH2:29][CH3:30])=[O:31])[CH3:25]. The yield is 0.700. (5) The reactants are [C:1]([O:5][C:6]([N:8]1[CH2:13][CH2:12][N:11]([C:14]2[C:15]3[N:16]([CH:24]=[N:25][N:26]=3)[C:17]([C:20](OC)=[O:21])=[CH:18][N:19]=2)[CH2:10][CH2:9]1)=[O:7])([CH3:4])([CH3:3])[CH3:2].[H-].C([Al+]CC(C)C)C(C)C.C1(C)C=CC=CC=1. The catalyst is C(Cl)Cl. The product is [OH:21][CH2:20][C:17]1[N:16]2[CH:24]=[N:25][N:26]=[C:15]2[C:14]([N:11]2[CH2:12][CH2:13][N:8]([C:6]([O:5][C:1]([CH3:4])([CH3:3])[CH3:2])=[O:7])[CH2:9][CH2:10]2)=[N:19][CH:18]=1. The yield is 0.500. (6) The reactants are Cl.[CH3:2][N:3]([CH3:10])[CH2:4][CH2:5][C:6](OC)=[O:7].O.[NH2:12][NH2:13]. The catalyst is CO. The product is [CH3:2][N:3]([CH3:10])[CH2:4][CH2:5][C:6]([NH:12][NH2:13])=[O:7]. The yield is 0.650. (7) The reactants are Br[C:2]1[CH:14]=[CH:13][C:5]([O:6][CH2:7][C:8]([CH3:12])([CH3:11])[CH2:9][OH:10])=[CH:4][CH:3]=1.[CH3:15][C:16]1([CH3:30])[CH2:21][O:20][B:19]([B:19]2[O:20][CH2:21][C:16]([CH3:30])([CH3:15])[CH2:17][O:18]2)[O:18][CH2:17]1.C([O-])(=O)C.[K+].C(OCC)(=O)C. The catalyst is O1CCOCC1.C1C=CC(P(C2C=CC=CC=2)[C-]2C=CC=C2)=CC=1.C1C=CC(P(C2C=CC=CC=2)[C-]2C=CC=C2)=CC=1.Cl[Pd]Cl.[Fe+2]. The product is [CH3:15][C:16]1([CH3:30])[CH2:21][O:20][B:19]([C:2]2[CH:14]=[CH:13][C:5]([O:6][CH2:7][C:8]([CH3:12])([CH3:11])[CH2:9][OH:10])=[CH:4][CH:3]=2)[O:18][CH2:17]1. The yield is 0.410. (8) The reactants are [C:1]([C:5]1[CH:6]=[C:7]([CH:17]([O:20][Si](C)(C)C)[C:18]#N)[N:8]([C:10]2[CH:15]=[CH:14][C:13]([CH3:16])=[CH:12][CH:11]=2)[N:9]=1)([CH3:4])([CH3:3])[CH3:2].Cl.[OH-:26].[K+].[OH2:28]. No catalyst specified. The product is [C:1]([C:5]1[CH:6]=[C:7]([CH:17]([OH:20])[C:18]([OH:28])=[O:26])[N:8]([C:10]2[CH:15]=[CH:14][C:13]([CH3:16])=[CH:12][CH:11]=2)[N:9]=1)([CH3:4])([CH3:3])[CH3:2]. The yield is 0.600. (9) The product is [CH2:13]([O:12][C:10](=[O:11])[CH2:9][C:6]1[CH:7]=[CH:8][C:3]([CH2:1][CH3:2])=[C:4]([OH:15])[CH:5]=1)[CH3:14]. The catalyst is C(Cl)Cl. The yield is 0.710. The reactants are [CH2:1]([C:3]1[CH:8]=[CH:7][C:6]([CH2:9][C:10]([O:12][CH2:13][CH3:14])=[O:11])=[CH:5][C:4]=1[O:15]C)[CH3:2].B(Br)(Br)Br.